Dataset: Experimentally validated miRNA-target interactions with 360,000+ pairs, plus equal number of negative samples. Task: Binary Classification. Given a miRNA mature sequence and a target amino acid sequence, predict their likelihood of interaction. (1) The miRNA is mmu-miR-541-5p with sequence AAGGGAUUCUGAUGUUGGUCACACU. The protein sequence of the target gene is MPEFLEDPSVLTKDKLKSELVANNVTLPAGEQRKDVYVQLYLQHLTARNRPPLPAGTNSKGPPDFSSDEEREPTPVLGSGAAAAGRSRAAVGRKATKKTDKPRQEDKDDLDVTELTNEDLLDQLVKYGVNPGPIVGTTRKLYEKKLLKLREQGTESRSSTPLPTISSSAENTRQNGSNDSDRYSDNEEDSKIELKLEKREPLKGRAKTPVTLKQRRVEHNQSYSQAGITETEWTSGSSKGGPLQALTRESTRGSRRTPRKRVETSEHFRIDGPVISESTPIAETIMASSNESLVVNRVTG.... Result: 0 (no interaction). (2) The miRNA is hsa-miR-6716-3p with sequence UCCGAACUCUCCAUUCCUCUGC. The protein sequence of the target gene is MEAVVNLYQEVMKHADPRIQGYPLMGSPLLMTSILLTYVYFVLSLGPRIMANRKPFQLRGFMIVYNFSLVALSLYIVYEFLMSGWLSTYTWRCDPVDYSNSPEALRMVRVAWLFLFSKFIELMDTVIFILRKKDGQVTFLHVFHHSVLPWSWWWGVKIAPGGMGSFHAMINSSVHVIMYLYYGLSAFGPVAQPYLWWKKHMTAIQLIQFVLVSLHISQYYFMSSCNYQYPVIIHLIWMYGTIFFMLFSNFWYHSYTKGKRLPRALQQNGAPGIAKVKAN. Result: 0 (no interaction). (3) The miRNA is hsa-miR-573 with sequence CUGAAGUGAUGUGUAACUGAUCAG. The protein sequence of the target gene is MGRYSGKTCRLLFMLVLTVAFFVAELVSGYLGNSIALLSDSFNMLSDLISLCVGLSAGYIARRPTRGFSATYGYARAEVVGALSNAVFLTALCFTIFVEAVLRLARPERIDDPELVLIVGVLGLLVNVVGLLIFQDCAAWFACCLRGRSRRLQQRQQLAEGCVPGAFGGPQGAEDPRRAADPTAPGSDSAVTLRGTSVERKREKGATVFANVAGDSFNTQNEPEDMMKKEKKSEALNIRGVLLHVMGDALGSVVVVITAIIFYVLPLKSEDPCNWQCYIDPSLTVLMVIIILSSAFPLIK.... Result: 0 (no interaction). (4) The miRNA is hsa-miR-4762-5p with sequence CCAAAUCUUGAUCAGAAGCCU. The protein sequence of the target gene is MEGMDVDLDPELMQKFSCLGTTDKDVLISEFQRLLGFQLNPAGCAFFLDMTNWNLQAAIGAYYDFESPNISVPSMSFVEDVTIGEGESIPPDTQFIKTWRIQNSGAEAWPPGVCLKYVGGDQFGHVNMVMVRSLEPQEIADVSVQMCSPSRAGMYQGQWRMCTATGLYYGDVIWVILSVEVGGLLGVTQQLSSFETEFNTQPHRKVEGNFNPFASPQKNRQSDENNLTDPGGSEFDSISKNTWAPVPEQSEQDQDRLSQSSVNLSPSSPANNLSVVTYSKGLHGPYPFGQS. Result: 0 (no interaction).